From a dataset of Reaction yield outcomes from USPTO patents with 853,638 reactions. Predict the reaction yield, written as a fraction of the theoretical maximum amount of product (1.0 means a 100% yield; for example, 0.34 means a 34% yield). (1) The reactants are [OH:1][C:2]1[CH:3]=[C:4]([OH:10])[C:5](=[CH:8][CH:9]=1)[CH:6]=O.[CH3:11][O:12][C:13]1[CH:26]=[CH:25][C:16]([CH2:17][S:18]([CH2:21][C:22](O)=[O:23])(=[O:20])=[O:19])=[CH:15][CH:14]=1. The catalyst is C(O)(=O)C. The product is [CH3:11][O:12][C:13]1[CH:14]=[CH:15][C:16]([CH2:17][S:18]([C:21]2[C:22](=[O:23])[O:10][C:4]3[C:5]([CH:6]=2)=[CH:8][CH:9]=[C:2]([OH:1])[CH:3]=3)(=[O:19])=[O:20])=[CH:25][CH:26]=1. The yield is 0.300. (2) The reactants are [CH2:1]([O:4][CH2:5][C:6]([OH:8])=[O:7])[CH:2]=[CH2:3].Br[CH2:10][C:11]#[N:12].C(N(CC)CC)C. The catalyst is ClCCl. The product is [CH2:1]([O:4][CH2:5][C:6]([O:8][CH2:10][C:11]#[N:12])=[O:7])[CH:2]=[CH2:3]. The yield is 0.600. (3) The reactants are [CH:1]([NH:4]C(C)C)(C)C.C([Li])CCC.[F:13][C:14]1[CH:19]=[C:18](I)[CH:17]=[CH:16][C:15]=1[CH2:21][C:22]([O:24][CH3:25])=[O:23].[CH3:56][O:55][C:52]1[CH:51]=[CH:50][C:49]([N:48]2[C:44]([C:42](O[C:42]([C:44]3[N:48]([C:49]4[CH:54]=[CH:53][C:52]([O:55][CH3:56])=[CH:51][CH:50]=4)[N:47]=[C:46]([C:57]([F:60])([F:59])[F:58])[CH:45]=3)=[O:43])=[O:43])=[CH:45][C:46]([C:57]([F:60])([F:59])[F:58])=[N:47]2)=[CH:54][CH:53]=1.Cl.[O:66]1[CH2:70][CH2:69][CH2:68][CH2:67]1. The catalyst is CN(C)P(N(C)C)(N(C)C)=O. The product is [F:13][C:14]1[CH:19]=[C:18]([N:4]2[CH:1]=[CH:70][CH:69]=[CH:68][C:67]2=[O:66])[CH:17]=[CH:16][C:15]=1[CH:21]([C:42]([C:44]1[N:48]([C:49]2[CH:50]=[CH:51][C:52]([O:55][CH3:56])=[CH:53][CH:54]=2)[N:47]=[C:46]([C:57]([F:58])([F:60])[F:59])[CH:45]=1)=[O:43])[C:22]([O:24][CH3:25])=[O:23]. The yield is 0.490. (4) The product is [CH2:17]([NH:1][C:2]1[CH:7]=[CH:6][CH:5]=[CH:4][C:3]=1[C:8]1[NH:12][C:11]([CH3:13])=[C:10]([C:14]([NH2:16])=[O:15])[CH:9]=1)[C:18]1[CH:23]=[CH:22][CH:21]=[CH:20][CH:19]=1. The reactants are [NH2:1][C:2]1[CH:7]=[CH:6][CH:5]=[CH:4][C:3]=1[C:8]1[NH:12][C:11]([CH3:13])=[C:10]([C:14]([NH2:16])=[O:15])[CH:9]=1.[CH:17](=O)[C:18]1[CH:23]=[CH:22][CH:21]=[CH:20][CH:19]=1.C(O)(=O)C.C([BH3-])#N. The catalyst is ClCCl.CO. The yield is 0.490. (5) The reactants are [Br:1][C:2]1[CH:3]=[C:4]([NH2:9])[CH:5]=[N:6][C:7]=1[Cl:8].[C:10]1([CH2:16][CH2:17][CH:18]=O)[CH:15]=[CH:14][CH:13]=[CH:12][CH:11]=1.[BH-](OC(C)=O)(OC(C)=O)OC(C)=O.[Na+]. The catalyst is C(Cl)Cl. The product is [Br:1][C:2]1[CH:3]=[C:4]([NH:9][CH2:18][CH2:17][CH2:16][C:10]2[CH:15]=[CH:14][CH:13]=[CH:12][CH:11]=2)[CH:5]=[N:6][C:7]=1[Cl:8]. The yield is 0.500. (6) The reactants are Br[C:2]1[C:7]([O:8][CH2:9][C:10]2[CH:18]=[CH:17][C:13]([C:14]([NH2:16])=[O:15])=[CH:12][CH:11]=2)=[C:6]([O:19][CH3:20])[C:5]([O:21][CH:22]([F:24])[F:23])=[CH:4][CH:3]=1.C(=O)([O-])[O-].[Cs+].[Cs+].CC1(C)C(C)(C)OB([C:39]2[CH:40]=[C:41]3[C:45](=[CH:46][CH:47]=2)[C:44](=[O:48])[NH:43][CH2:42]3)O1. The catalyst is CN(C)C=O.[Pd].C1(P(C2C=CC=CC=2)C2C=CC=CC=2)C=CC=CC=1.C1(P(C2C=CC=CC=2)C2C=CC=CC=2)C=CC=CC=1.C1(P(C2C=CC=CC=2)C2C=CC=CC=2)C=CC=CC=1.C1(P(C2C=CC=CC=2)C2C=CC=CC=2)C=CC=CC=1. The product is [F:23][CH:22]([F:24])[O:21][C:5]1[C:6]([O:19][CH3:20])=[C:7]([C:2]([C:39]2[CH:40]=[C:41]3[C:45](=[CH:46][CH:47]=2)[C:44](=[O:48])[NH:43][CH2:42]3)=[CH:3][CH:4]=1)[O:8][CH2:9][C:10]1[CH:18]=[CH:17][C:13]([C:14]([NH2:16])=[O:15])=[CH:12][CH:11]=1. The yield is 0.177. (7) The reactants are [CH3:1][C@:2]12[CH2:19][CH2:18][C@H:17]3[C@@H:7]([C@@H:8]([OH:21])[CH:9]=[C:10]4[C@:15]3([CH3:16])[CH2:14][CH2:13][C@H:12]([OH:20])[CH2:11]4)[C@@H:6]1[CH2:5][CH2:4][C:3]2=[O:22].[CH3:23][Si:24]([CH3:31])([CH3:30])N[Si:24]([CH3:31])([CH3:30])[CH3:23]. The catalyst is S1(C2C(=CC=CC=2)C(=O)N1)(=O)=O.C(#N)C. The product is [CH3:23][Si:24]([CH3:31])([CH3:30])[O:20][C@H:12]1[CH2:13][CH2:14][C@@:15]2([CH3:16])[C:10](=[CH:9][C@H:8]([O:21][Si:24]([CH3:31])([CH3:30])[CH3:23])[C@@H:7]3[C@@H:17]2[CH2:18][CH2:19][C@@:2]2([CH3:1])[C@H:6]3[CH2:5][CH2:4][C:3]2=[O:22])[CH2:11]1. The yield is 0.810. (8) The reactants are [CH3:1][O:2][C:3]1[CH:8]=[CH:7][C:6]([C:9]([OH:11])=[O:10])=[CH:5][C:4]=1[C:12]([OH:14])=[O:13].C(=O)([O-])[O-].[K+].[K+].Cl.[N:22]1[CH:27]=[CH:26][CH:25]=[CH:24][C:23]=1CCl.[CH3:30][N:31]([CH3:34])C=O. No catalyst specified. The product is [N:31]1[CH:34]=[CH:5][C:4]([CH:12]([O:10][C:9](=[O:11])[C:6]2[CH:7]=[CH:8][C:3]([O:2][CH3:1])=[C:4]([C:12]([OH:14])=[O:13])[CH:5]=2)[C:25]2[CH:24]=[CH:23][N:22]=[CH:27][CH:26]=2)=[CH:3][CH:30]=1. The yield is 0.480. (9) The reactants are Br[C:2]1[CH:7]=[CH:6][C:5]([CH3:8])=[CH:4][C:3]=1[Cl:9].C1(P(C2C=CC=CC=2)CCCP(C2C=CC=CC=2)C2C=CC=CC=2)C=CC=CC=1.C(N(CC)CC)C.[CH3:46][OH:47].CN([CH:51]=[O:52])C. The catalyst is CC([O-])=O.CC([O-])=O.[Pd+2]. The product is [Cl:9][C:3]1[CH:4]=[C:5]([CH3:8])[CH:6]=[CH:7][C:2]=1[C:46]([O:52][CH3:51])=[O:47]. The yield is 0.280.